This data is from Forward reaction prediction with 1.9M reactions from USPTO patents (1976-2016). The task is: Predict the product of the given reaction. (1) Given the reactants [NH2:1][C:2]1[C:3]([NH:19][CH3:20])=[C:4]([CH:9]=[C:10]([C:12]2[C:13]([CH3:18])=[N:14][O:15][C:16]=2[CH3:17])[CH:11]=1)[C:5]([O:7][CH3:8])=[O:6].Cl.[CH:22]1(C(=N)OCC)[CH2:24][CH2:23]1.[C:30]1(C)C=CC=CC=1, predict the reaction product. The product is: [CH:22]1([C:20]2[N:19]([CH3:30])[C:3]3[C:4]([C:5]([O:7][CH3:8])=[O:6])=[CH:9][C:10]([C:12]4[C:13]([CH3:18])=[N:14][O:15][C:16]=4[CH3:17])=[CH:11][C:2]=3[N:1]=2)[CH2:24][CH2:23]1. (2) Given the reactants S([O-])([O-])=O.[Na+].[Na+].[CH:7]1([C:10]2[NH:11][C:12]([I:16])=[C:13](I)[N:14]=2)[CH2:9][CH2:8]1, predict the reaction product. The product is: [CH:7]1([C:10]2[NH:14][CH:13]=[C:12]([I:16])[N:11]=2)[CH2:9][CH2:8]1. (3) Given the reactants C[O:2][C:3](=[O:16])[CH2:4][CH2:5][C:6]1[CH:15]=[CH:14][C:9]2[N:10]=[C:11]([CH3:13])[S:12][C:8]=2[CH:7]=1.[OH-].[Na+].Cl, predict the reaction product. The product is: [CH3:13][C:11]1[S:12][C:8]2[CH:7]=[C:6]([CH2:5][CH2:4][C:3]([OH:16])=[O:2])[CH:15]=[CH:14][C:9]=2[N:10]=1.